Dataset: Experimentally validated miRNA-target interactions with 360,000+ pairs, plus equal number of negative samples. Task: Binary Classification. Given a miRNA mature sequence and a target amino acid sequence, predict their likelihood of interaction. (1) The protein sequence of the target gene is MGRQKELMNRCGEMLHIRYRLLRQALAECLGTLILVMFGCGSVAQVVLSRGTHGGFLTINLAFGFAVTLGILVAGQVSGAHLNPAVTFAMCFLAREPWIKLPIYALAQTLGAFLGAGIVFGLYYDAIWAFANNELFVSGPNGTAGIFATYPSGHLDMVNGFFDQFIGTAALIVCVLAIVDPYNNPVPRGLEAFTVGLVVLVIGTSMGFNSGYAVNPARDFGPRLFTALAGWGSEVFTTGRHWWWVPIVSPLLGSIAGVFVYQLMIGCHLEQPPPSTEEENVKLAHMKHKEQI. The miRNA is bta-miR-146a with sequence UGAGAACUGAAUUCCAUAGGUUGU. Result: 0 (no interaction). (2) The miRNA is hsa-miR-204-5p with sequence UUCCCUUUGUCAUCCUAUGCCU. The protein sequence of the target gene is MGLTKQYLRYVASAVFGVIGSQKGNIVFVTLRGEKGRYVAVPACEHVFIWDLRKGEKILILQGLKQEVTCLCPSPDGLHLAVGYEDGSIRIFSLLSGEGNVTFNGHKAAITTLKYDQLGGRLASGSKDTDIIVWDVINESGLYRLKGHKDAITQALFLREKNLLVTSGKDTMVKWWDLDTQHCFKTMVGHRTEVWGLVLLSEEKRLITGASDSELRVWDIAYLQEIEDPEEPDPKKIKGSSPGIQDTLEAEDGAFETDEAPEDRILSCRKAGSIMREGRDRVVNLAVDKTGRILACHGTD.... Result: 1 (interaction). (3) The miRNA is hsa-miR-3184-3p with sequence AAAGUCUCGCUCUCUGCCCCUCA. The protein sequence of the target gene is MPQAFLLGSIHEPAGALMEPQPCPGSLAESFLEEELRLNAELSQLQFSEPVGIIYNPVEYAWEPHRNYVTRYCQGPKEVLFLGMNPGPFGMAQTGVPFGEVSMVRDWLGIVGPVLTPPQEHPKRPVLGLECPQSEVSGARFWGFFRNLCGQPEVFFHHCFVHNLCPLLFLAPSGRNLTPAELPAKQREQLLGICDAALCRQVQLLGVRLVVGVGRLAEQRARRALAGLMPEVQVEGLLHPSPRNPQANKGWEAVAKERLNELGLLPLLLK. Result: 1 (interaction). (4) The miRNA is hsa-miR-6741-3p with sequence UCGGCUCUCUCCCUCACCCUAG. Result: 0 (no interaction). The protein sequence of the target gene is MAGQPHSPRELLGAAGHRSRRPSTELRVPPSPSLTMDSQYETGHIRKLQARHMQMQEKTFTKWINNVFQCGQAGIKIRNLYTELADGIHLLRLLELISGEALPPPSRGRLRVHFLENSSRALAFLRAKVPVPLIGPENIVDGDQTLILGLIWVIILRFQISHISLDKEEFGASAALLSTKEALLVWCQRKTASYTNVNITDFSRSWSDGLGFNALIHAHRPDLLDYGSLRPDRPLHNLAFAFLVAEQELGIAQLLDPEDVAAAQPDERSIMTYVSLYYHYCSRLHQGQTVQRRLTKILLQ.... (5) The miRNA is mmu-miR-7018-3p with sequence UCACCCUGCUGCCGGCUUGCAG. The protein sequence of the target gene is MISPSFRKGMLKERVMDLASQTTILPLLFGCLGIFSLFRLLQRIRSKAYLRNAVVVVTGATSGLGRECAKVFHAAGAKLVLCGRNVKALEELSRELAGSSQGQTHQPFVVTFDLADPGTIAAAAAEILQCFGYVDVLINNAGISYRGTISDTIVDVDRKVMEINYFGPVALTKALLPSMVERKQGHIVAISSIQGKISIPFRSAYSASKHATQAFFDCLRAEMEEANIKVTVISPGYIHTNLSVNAVTADGSRYGALDKNTAQGRSAAEVAQDVFDAVGKKKKDVLLTDFVPSMAVYIRT.... Result: 0 (no interaction). (6) The miRNA is hsa-miR-4638-5p with sequence ACUCGGCUGCGGUGGACAAGU. The protein sequence of the target gene is MAWSLGSWLGGCLLVSALGMVPPPENVRMNSVNFKNILQWESPAFAKGNLTFTAQYLSYRIFQDKCMNTTLTECDFSSLSKYGDHTLRVRAEFADEHSDWVNITFCPVDDTIIGPPGMQVEVLADSLHMRFLAPKIENEYETWTMKNVYNSWTYNVQYWKNGTDEKFQITPQYDFEVLRNLEPWTTYCVQVRGFLPDRNKAGEWSEPVCEQTTHDETVPSWMVAVILMASVFMVCLALLGCFALLWCVYKKTKYAFSPRNSLPQHLKEFLGHPHHNTLLFFSFPLSDENDVFDKLSVIAE.... Result: 1 (interaction). (7) The miRNA is mmu-miR-15a-5p with sequence UAGCAGCACAUAAUGGUUUGUG. The protein sequence of the target gene is MKRRASDRGAGETSANAKALGTGIAGNNAKRAGPFVLGPRLGNSPVPSIVQCLARKDGTDDFYQLKILTLEERGEQGIESQEERQGKMLLHTEYSLLSLLHTQDGVVHHHGLFQDRTCEAVEDTESGRMVKKMKKRICLVLDCLCAHDFSDKTADLINLQHYVIKEKRLSERETVVIFYDVVRVVEALHQKNIVHRDLKLGNMVLNKRTHRITITNFCLGKHLVSEGDLLKDQRGSPAYISPDVLSGRPYRGKPSDMWALGVVLFTMLYGQFPFYDSIPQELFRKIKAAEYTIPEDGRVS.... Result: 1 (interaction).